Task: Predict the product of the given reaction.. Dataset: Forward reaction prediction with 1.9M reactions from USPTO patents (1976-2016) (1) Given the reactants C1C2C(COC([N:18]3[CH2:23][C@@H:22]([NH:24][C:25](=[O:33])[CH2:26][C:27]4[CH:32]=[CH:31][CH:30]=[CH:29][CH:28]=4)[CH2:21][C@@H:20]([C:34](=[O:57])[N:35]([CH:54]4[CH2:56][CH2:55]4)[C:36]4[CH:37]=[CH:38][C:39]5[O:44][C:43]([CH3:46])([CH3:45])[C:42](=[O:47])[N:41]([CH2:48][CH2:49][CH2:50][O:51][CH3:52])[C:40]=5[CH:53]=4)[CH2:19]3)=O)C3C(=CC=CC=3)C=2C=CC=1.Cl.CCOC(C)=O.C1(CC(Cl)=O)C=CC=CC=1.C(N(C(C)C)CC)(C)C.C1CCN2C(=NCCC2)CC1, predict the reaction product. The product is: [CH:54]1([N:35]([C:36]2[CH:37]=[CH:38][C:39]3[O:44][C:43]([CH3:46])([CH3:45])[C:42](=[O:47])[N:41]([CH2:48][CH2:49][CH2:50][O:51][CH3:52])[C:40]=3[CH:53]=2)[C:34]([C@@H:20]2[CH2:21][C@H:22]([NH:24][C:25](=[O:33])[CH2:26][C:27]3[CH:28]=[CH:29][CH:30]=[CH:31][CH:32]=3)[CH2:23][NH:18][CH2:19]2)=[O:57])[CH2:56][CH2:55]1. (2) Given the reactants [Li+].[CH3:2]C([N-]C(C)C)C.CCCCCCC.C1COCC1.C(C1C=CC=CC=1)C.[Br:29][C:30]1[CH:31]=[N:32][CH:33]=[C:34]([F:36])[CH:35]=1.IC, predict the reaction product. The product is: [Br:29][C:30]1[CH:31]=[N:32][CH:33]=[C:34]([F:36])[C:35]=1[CH3:2].